This data is from Forward reaction prediction with 1.9M reactions from USPTO patents (1976-2016). The task is: Predict the product of the given reaction. (1) Given the reactants Cl.CN(C)CCCN=C=NCC.[F:13][C:14]1[CH:22]=[N:21][CH:20]=[CH:19][C:15]=1[C:16]([OH:18])=O.[C:23]([O:27][C:28]([N:30]([CH2:32][CH3:33])[NH2:31])=[O:29])([CH3:26])([CH3:25])[CH3:24], predict the reaction product. The product is: [C:23]([O:27][C:28]([N:30]([CH2:32][CH3:33])[NH:31][C:16]([C:15]1[CH:19]=[CH:20][N:21]=[CH:22][C:14]=1[F:13])=[O:18])=[O:29])([CH3:26])([CH3:25])[CH3:24]. (2) The product is: [C:1]([C:16]1[CH:15]=[CH:14][CH:13]=[C:12]2[C:17]=1[NH:9][C:10]([C:18]([O:20][CH2:21][CH3:22])=[O:19])=[CH:11]2)(=[O:3])[CH3:2]. Given the reactants [C:1](Cl)(=[O:3])[CH3:2].[Cl-].[Al+3].[Cl-].[Cl-].[NH:9]1[C:17]2[C:12](=[CH:13][CH:14]=[CH:15][CH:16]=2)[CH:11]=[C:10]1[C:18]([O:20][CH2:21][CH3:22])=[O:19], predict the reaction product. (3) Given the reactants [NH2:1][C:2]1[CH:28]=[CH:27][C:5]([O:6][C:7]2[C:16]3[C:11](=[CH:12][C:13]([O:19][CH2:20][C:21]4[CH:26]=[CH:25][CH:24]=[CH:23][CH:22]=4)=[C:14]([C:17]#[N:18])[CH:15]=3)[N:10]=[CH:9][CH:8]=2)=[CH:4][CH:3]=1.[CH3:29][S:30]([C:33]1[CH:34]=[C:35]([NH:39][C:40](=O)[O:41]C2C=CC=CC=2)[CH:36]=[CH:37][CH:38]=1)(=[O:32])=[O:31], predict the reaction product. The product is: [CH2:20]([O:19][C:13]1[CH:12]=[C:11]2[C:16]([C:7]([O:6][C:5]3[CH:4]=[CH:3][C:2]([NH:1][C:40]([NH:39][C:35]4[CH:36]=[CH:37][CH:38]=[C:33]([S:30]([CH3:29])(=[O:32])=[O:31])[CH:34]=4)=[O:41])=[CH:28][CH:27]=3)=[CH:8][CH:9]=[N:10]2)=[CH:15][C:14]=1[C:17]#[N:18])[C:21]1[CH:26]=[CH:25][CH:24]=[CH:23][CH:22]=1. (4) The product is: [C:23]([NH:1][C@H:2]([CH2:13][O:14][CH3:15])[C:3]([NH:5][CH2:6][C:7]1[CH:12]=[CH:11][CH:10]=[CH:9][CH:8]=1)=[O:4])(=[O:25])[CH3:24]. Given the reactants [NH2:1][C@H:2]([CH2:13][O:14][CH3:15])[C:3]([NH:5][CH2:6][C:7]1[CH:12]=[CH:11][CH:10]=[CH:9][CH:8]=1)=[O:4].C(N(CC)CC)C.[C:23](OCC)(=[O:25])[CH3:24].C(OC(=O)C)(=O)C, predict the reaction product. (5) Given the reactants [CH2:1]([C:5]1([CH2:37][CH2:38][CH2:39][CH3:40])[NH:11][CH:10]([C:12]2[CH:27]=[CH:26][C:15]([O:16][CH2:17][C:18]3[CH:23]=[CH:22][C:21]([CH2:24][Cl:25])=[CH:20][CH:19]=3)=[CH:14][CH:13]=2)[C:9]2[CH:28]=[C:29]([N:32]([CH3:34])[CH3:33])[CH:30]=[CH:31][C:8]=2[S:7](=[O:36])(=[O:35])[CH2:6]1)[CH2:2][CH2:3][CH3:4].[N:41]12[CH2:48][CH2:47][N:44]([CH2:45][CH2:46]1)[CH2:43][CH2:42]2, predict the reaction product. The product is: [Cl-:25].[CH2:1]([C:5]1([CH2:37][CH2:38][CH2:39][CH3:40])[NH:11][CH:10]([C:12]2[CH:27]=[CH:26][C:15]([O:16][CH2:17][C:18]3[CH:23]=[CH:22][C:21]([CH2:24][N+:41]45[CH2:48][CH2:47][N:44]([CH2:45][CH2:46]4)[CH2:43][CH2:42]5)=[CH:20][CH:19]=3)=[CH:14][CH:13]=2)[C:9]2[CH:28]=[C:29]([N:32]([CH3:34])[CH3:33])[CH:30]=[CH:31][C:8]=2[S:7](=[O:36])(=[O:35])[CH2:6]1)[CH2:2][CH2:3][CH3:4].